This data is from KCNQ2 potassium channel screen with 302,405 compounds. The task is: Binary Classification. Given a drug SMILES string, predict its activity (active/inactive) in a high-throughput screening assay against a specified biological target. (1) The compound is Clc1c(N2CCN(S(=O)(=O)c3sccc3)CC2)cccc1. The result is 0 (inactive). (2) The molecule is Clc1cc(CNCCc2ccccc2)cc(OC)c1OCc1ccccc1. The result is 0 (inactive). (3) The result is 0 (inactive). The drug is S(=O)(=O)(c1ccc(OCC(=O)NC(CCC)C)cc1)c1ccc(OCC(=O)NC(CCC)C)cc1. (4) The drug is s1c(/C=C\C(=O)NCC=C)ccc1. The result is 0 (inactive). (5) The compound is S(=O)(=O)(N1C(OCC1)CNC(=O)C(=O)NCCCN1CCOCC1)c1ccc(F)cc1. The result is 0 (inactive).